This data is from Forward reaction prediction with 1.9M reactions from USPTO patents (1976-2016). The task is: Predict the product of the given reaction. (1) Given the reactants [Cl:1][C:2]1[CH:3]=[C:4]([CH:22]=[C:23](Cl)[CH:24]=1)[CH2:5][NH:6][C:7]1[CH:12]=[CH:11][C:10]([N+:13]([O-:15])=[O:14])=[C:9]([N:16]2[CH2:21][CH2:20][NH:19][CH2:18][CH2:17]2)[CH:8]=1.Cl, predict the reaction product. The product is: [ClH:1].[Cl:1][C:2]1[CH:3]=[C:4]([CH:22]=[CH:23][CH:24]=1)[CH2:5][NH:6][C:7]1[CH:12]=[CH:11][C:10]([N+:13]([O-:15])=[O:14])=[C:9]([N:16]2[CH2:21][CH2:20][NH:19][CH2:18][CH2:17]2)[CH:8]=1. (2) Given the reactants [Br:1][C:2]1[CH:7]=[CH:6][C:5]([NH2:8])=[CH:4][C:3]=1[C:9]([F:12])([F:11])[F:10].[C:13](OC(=O)C)(=[O:15])[CH3:14], predict the reaction product. The product is: [Br:1][C:2]1[CH:7]=[CH:6][C:5]([NH:8][C:13](=[O:15])[CH3:14])=[CH:4][C:3]=1[C:9]([F:10])([F:11])[F:12]. (3) Given the reactants [Cl:1][C:2]1[N:7]=[C:6]([O:8][CH3:9])[N:5]=[C:4]([NH:10][NH2:11])[CH:3]=1.[CH3:12][C:13]([C:15]1[CH:20]=[CH:19][C:18]([N:21]([CH3:23])[CH3:22])=[CH:17][CH:16]=1)=O, predict the reaction product. The product is: [Cl:1][C:2]1[N:7]=[C:6]([O:8][CH3:9])[N:5]=[C:4]([NH:10][N:11]=[C:13]([C:15]2[CH:20]=[CH:19][C:18]([N:21]([CH3:23])[CH3:22])=[CH:17][CH:16]=2)[CH3:12])[CH:3]=1. (4) Given the reactants C([N:8]1[CH2:13][CH2:12][N:11]([C:14]([C:16]2[N:17]=[CH:18][N:19]([C@H:27]3[CH2:32][CH2:31][CH2:30][CH2:29][C@@H:28]3[NH:33][C:34](=[O:39])[O:35][CH2:36][CH2:37][F:38])[C:20]=2[C:21]2[CH:26]=[CH:25][CH:24]=[CH:23][CH:22]=2)=[O:15])[C@H:10]([CH2:40][C:41]2[CH:46]=[C:45]([F:47])[CH:44]=[C:43]([F:48])[CH:42]=2)[CH2:9]1)C1C=CC=CC=1, predict the reaction product. The product is: [F:47][C:45]1[CH:46]=[C:41]([CH:42]=[C:43]([F:48])[CH:44]=1)[CH2:40][C@@H:10]1[CH2:9][NH:8][CH2:13][CH2:12][N:11]1[C:14]([C:16]1[N:17]=[CH:18][N:19]([C@H:27]2[CH2:32][CH2:31][CH2:30][CH2:29][C@@H:28]2[NH:33][C:34](=[O:39])[O:35][CH2:36][CH2:37][F:38])[C:20]=1[C:21]1[CH:22]=[CH:23][CH:24]=[CH:25][CH:26]=1)=[O:15]. (5) Given the reactants C(COC)OC.[BH4-].[Na+].[C:9]([CH:13]([O:15][C:16]([C:19]([C:22]([C:25]([C:28]([C:31](OC)=[O:32])([F:30])[F:29])([F:27])[F:26])([F:24])[F:23])([F:21])[F:20])([F:18])[F:17])[F:14])([F:12])([F:11])[F:10].S(=O)(=O)(O)O, predict the reaction product. The product is: [C:9]([CH:13]([O:15][C:16]([C:19]([C:22]([C:25]([C:28]([CH2:31][OH:32])([F:29])[F:30])([F:27])[F:26])([F:24])[F:23])([F:21])[F:20])([F:18])[F:17])[F:14])([F:12])([F:11])[F:10]. (6) Given the reactants [NH2:1][C@@H:2]([C@H:8]([OH:11])[CH2:9][CH3:10])[C:3]([O:5]CC)=[O:4], predict the reaction product. The product is: [NH2:1][C@@H:2]([C@H:8]([OH:11])[CH2:9][CH3:10])[C:3]([OH:5])=[O:4]. (7) Given the reactants O.ON1C2C=CC=CC=2N=N1.Cl.[CH3:13][O:14][C:15](=[O:18])[CH2:16][NH2:17].CN1CCOCC1.Cl.C(C(NCCCN(C)C)=N)C.[C:38]([C:41]1[N:42]=[C:43]([CH:46]2[CH2:54][C:53]3[C:48](=[CH:49][CH:50]=[CH:51][CH:52]=3)[N:47]2[C:55]([O:57][C:58]([CH3:61])([CH3:60])[CH3:59])=[O:56])[NH:44][CH:45]=1)(O)=[O:39], predict the reaction product. The product is: [CH3:13][O:14][C:15](=[O:18])[CH2:16][NH:17][C:38]([C:41]1[N:42]=[C:43]([CH:46]2[CH2:54][C:53]3[C:48](=[CH:49][CH:50]=[CH:51][CH:52]=3)[N:47]2[C:55]([O:57][C:58]([CH3:61])([CH3:60])[CH3:59])=[O:56])[NH:44][CH:45]=1)=[O:39].